This data is from Forward reaction prediction with 1.9M reactions from USPTO patents (1976-2016). The task is: Predict the product of the given reaction. (1) Given the reactants [CH3:1][O:2][C:3]1[CH:22]=[CH:21][C:6]([C:7]([C:9]2[C:18](=[O:19])[C:17]3[C:12](=[CH:13][CH:14]=[C:15]([CH3:20])[N:16]=3)[NH:11][CH:10]=2)=[O:8])=[CH:5][C:4]=1[CH3:23].[Cl:24][C:25]1[CH:26]=[C:27]([CH:30]=[CH:31][CH:32]=1)[CH2:28]Cl, predict the reaction product. The product is: [Cl:24][C:25]1[CH:26]=[C:27]([CH:30]=[CH:31][CH:32]=1)[CH2:28][N:11]1[C:12]2[C:17](=[N:16][C:15]([CH3:20])=[CH:14][CH:13]=2)[C:18](=[O:19])[C:9]([C:7](=[O:8])[C:6]2[CH:21]=[CH:22][C:3]([O:2][CH3:1])=[C:4]([CH3:23])[CH:5]=2)=[CH:10]1. (2) The product is: [Br:1][C:2]1[C:9]([O:10][CH3:11])=[CH:8][CH:7]=[C:6]([CH2:12][C:13]2[CH:14]=[CH:15][C:16]([F:19])=[CH:17][CH:18]=2)[C:3]=1[C:4]#[N:5]. Given the reactants [Br:1][C:2]1[C:9]([O:10][CH3:11])=[CH:8][CH:7]=[C:6]([C:12](=O)[C:13]2[CH:18]=[CH:17][C:16]([F:19])=[CH:15][CH:14]=2)[C:3]=1[C:4]#[N:5].C([SiH](CC)CC)C, predict the reaction product.